From a dataset of Forward reaction prediction with 1.9M reactions from USPTO patents (1976-2016). Predict the product of the given reaction. (1) Given the reactants [N:1]1([C:7]2[N:8]=[C:9]([CH2:14][C:15]([O-:17])=O)[NH:10][C:11](=[O:13])[CH:12]=2)[CH2:6][CH2:5][O:4][CH2:3][CH2:2]1.[Na+].[CH2:19]([CH:21]1[CH2:29][C:28]2[C:23](=[CH:24][CH:25]=[CH:26][CH:27]=2)[NH:22]1)[CH3:20].Cl.CN(C)CCCN=C=NCC, predict the reaction product. The product is: [CH2:19]([CH:21]1[CH2:29][C:28]2[C:23](=[CH:24][CH:25]=[CH:26][CH:27]=2)[N:22]1[C:15](=[O:17])[CH2:14][C:9]1[NH:10][C:11](=[O:13])[CH:12]=[C:7]([N:1]2[CH2:2][CH2:3][O:4][CH2:5][CH2:6]2)[N:8]=1)[CH3:20]. (2) Given the reactants [CH:1]1([N:6]([CH2:11][CH2:12][C:13]2[CH:18]=[CH:17][CH:16]=[C:15]([O:19][CH3:20])[CH:14]=2)[C:7](=O)[O:8]C)[CH2:5][CH2:4][CH2:3][CH2:2]1.O=P12OP3(OP(OP(O3)(O1)=O)(=O)O2)=O, predict the reaction product. The product is: [CH:1]1([N:6]2[CH2:11][CH2:12][C:13]3[C:18](=[CH:17][CH:16]=[C:15]([O:19][CH3:20])[CH:14]=3)[C:7]2=[O:8])[CH2:5][CH2:4][CH2:3][CH2:2]1. (3) The product is: [C:1]([C:3]1[C:4]([N:18]2[CH2:23][CH2:22][N:21]([C:33]([NH:32][CH2:31][C:27]3[CH:28]=[CH:29][CH:30]=[C:25]([F:24])[CH:26]=3)=[O:34])[CH2:20][CH2:19]2)=[N:5][C:6]([C:14]([F:15])([F:17])[F:16])=[C:7]([CH:13]=1)[C:8]([O:10][CH2:11][CH3:12])=[O:9])#[N:2]. Given the reactants [C:1]([C:3]1[C:4]([N:18]2[CH2:23][CH2:22][NH:21][CH2:20][CH2:19]2)=[N:5][C:6]([C:14]([F:17])([F:16])[F:15])=[C:7]([CH:13]=1)[C:8]([O:10][CH2:11][CH3:12])=[O:9])#[N:2].[F:24][C:25]1[CH:30]=[CH:29][CH:28]=[C:27]([CH2:31][N:32]=[C:33]=[O:34])[CH:26]=1, predict the reaction product. (4) The product is: [C:26]([C:2]1[C:23]([O:24][CH3:25])=[CH:22][C:5]2[C:6]3[N:11]([CH:12]([CH2:14][CH3:15])[CH2:13][C:4]=2[CH:3]=1)[CH:10]=[C:9]([C:16]([O:18][CH2:19][CH3:20])=[O:17])[C:8](=[O:21])[CH:7]=3)#[N:27]. Given the reactants Br[C:2]1[C:23]([O:24][CH3:25])=[CH:22][C:5]2[C:6]3[N:11]([CH:12]([CH2:14][CH3:15])[CH2:13][C:4]=2[CH:3]=1)[CH:10]=[C:9]([C:16]([O:18][CH2:19][CH3:20])=[O:17])[C:8](=[O:21])[CH:7]=3.[CH3:26][N:27](C=O)C, predict the reaction product.